This data is from Peptide-MHC class II binding affinity with 134,281 pairs from IEDB. The task is: Regression. Given a peptide amino acid sequence and an MHC pseudo amino acid sequence, predict their binding affinity value. This is MHC class II binding data. The peptide sequence is MKINRQILDNAAKYV. The MHC is HLA-DQA10501-DQB10201 with pseudo-sequence HLA-DQA10501-DQB10201. The binding affinity (normalized) is 0.303.